Dataset: Forward reaction prediction with 1.9M reactions from USPTO patents (1976-2016). Task: Predict the product of the given reaction. (1) Given the reactants [N:1]([CH2:4][CH2:5][CH2:6][CH2:7][CH2:8][CH2:9][CH2:10][CH2:11][CH:12]([CH:23]([CH2:34][CH2:35][CH2:36][CH2:37][CH2:38][CH2:39][CH2:40][CH2:41][N:42]=[C:43]=[O:44])[CH2:24][CH2:25][CH2:26][CH2:27][CH2:28][CH2:29][CH2:30][CH2:31][CH2:32][CH3:33])[CH2:13][CH2:14][CH2:15][CH2:16][CH2:17][CH2:18][CH2:19][CH2:20][CH2:21][CH3:22])=[C:2]=[O:3].[NH2:45][C:46]1[NH:47][C:48]([CH3:53])=[CH:49][C:50](=[O:52])[N:51]=1, predict the reaction product. The product is: [CH2:13]([CH:12]([CH:23]([CH2:24][CH2:25][CH2:26][CH2:27][CH2:28][CH2:29][CH2:30][CH2:31][CH2:32][CH3:33])[CH2:34][CH2:35][CH2:36][CH2:37][CH2:38][CH2:39][CH2:40][CH2:41][NH:42][C:43]([NH:45][C:46]1[NH:47][C:48]([CH3:53])=[CH:49][C:50](=[O:52])[N:51]=1)=[O:44])[CH2:11][CH2:10][CH2:9][CH2:8][CH2:7][CH2:6][CH2:5][CH2:4][NH:1][C:2]([NH:45][C:46]1[NH:47][C:48]([CH3:53])=[CH:49][C:50](=[O:52])[N:51]=1)=[O:3])[CH2:14][CH2:15][CH2:16][CH2:17][CH2:18][CH2:19][CH2:20][CH2:21][CH3:22]. (2) Given the reactants [F:1][C:2]1[CH:7]=[CH:6][C:5]([N:8]2[C:16]3[C:11](=[CH:12][C:13]([O:17][C@H:18]([C:22]4[CH:27]=[CH:26][CH:25]=[C:24]([O:28][CH3:29])[CH:23]=4)[C@@H:19]([NH2:21])[CH3:20])=[CH:14][CH:15]=3)[CH:10]=[N:9]2)=[CH:4][CH:3]=1.[CH3:30][N:31]1[CH:35]=[C:34]([C:36](O)=[O:37])[N:33]=[N:32]1, predict the reaction product. The product is: [F:1][C:2]1[CH:3]=[CH:4][C:5]([N:8]2[C:16]3[C:11](=[CH:12][C:13]([O:17][C@H:18]([C:22]4[CH:27]=[CH:26][CH:25]=[C:24]([O:28][CH3:29])[CH:23]=4)[C@@H:19]([NH:21][C:36]([C:34]4[N:33]=[N:32][N:31]([CH3:30])[CH:35]=4)=[O:37])[CH3:20])=[CH:14][CH:15]=3)[CH:10]=[N:9]2)=[CH:6][CH:7]=1. (3) Given the reactants C[Si](C)(C)[O:3][C:4]([CH:6]1[CH2:11][CH2:10][N:9]([C:12]([O:14][C:15]([CH3:18])([CH3:17])[CH3:16])=[O:13])[CH2:8][CH2:7]1)=[CH2:5].C(=O)(O)[O-].[Na+].C1C(=O)N([Br:33])C(=O)C1.[Na], predict the reaction product. The product is: [Br:33][CH2:3][C:4]([CH:6]1[CH2:11][CH2:10][N:9]([C:12]([O:14][C:15]([CH3:18])([CH3:17])[CH3:16])=[O:13])[CH2:8][CH2:7]1)=[O:5]. (4) Given the reactants [CH:1]1[N:5]=[CH:4][N:3]([CH2:6][C:7]([P:13]([OH:16])([OH:15])=[O:14])([P:9]([OH:12])([OH:11])=[O:10])[OH:8])[CH:2]=1.[OH-:17].[Na+], predict the reaction product. The product is: [CH:1]1[N:5]=[CH:4][N:3]([CH2:6][C:7]([P:9]([OH:12])([OH:11])=[O:10])([P:13]([OH:15])([OH:16])=[O:14])[OH:8])[CH:2]=1.[OH2:17].